Dataset: Forward reaction prediction with 1.9M reactions from USPTO patents (1976-2016). Task: Predict the product of the given reaction. (1) Given the reactants [CH3:1][O:2][C:3]1[N:8]=[C:7](S(C)(=O)=O)[N:6]=[C:5]([C:13]2[C:21]3[C:16](=[N:17][CH:18]=[CH:19][CH:20]=3)[N:15]([S:22]([C:25]3[CH:30]=[CH:29][CH:28]=[CH:27][CH:26]=3)(=[O:24])=[O:23])[CH:14]=2)[CH:4]=1.[CH:31]1([NH2:37])[CH2:36][CH2:35][CH2:34][CH2:33][CH2:32]1, predict the reaction product. The product is: [CH:31]1([NH:37][C:7]2[N:8]=[C:3]([O:2][CH3:1])[CH:4]=[C:5]([C:13]3[C:21]4[C:16](=[N:17][CH:18]=[CH:19][CH:20]=4)[N:15]([S:22]([C:25]4[CH:30]=[CH:29][CH:28]=[CH:27][CH:26]=4)(=[O:24])=[O:23])[CH:14]=3)[N:6]=2)[CH2:36][CH2:35][CH2:34][CH2:33][CH2:32]1. (2) Given the reactants [NH:1]1[CH2:6][CH2:5][CH:4]([NH:7][C:8](=[O:14])[O:9][C:10]([CH3:13])([CH3:12])[CH3:11])[CH2:3][CH2:2]1.[Cl:15][C:16]1[CH:17]=[C:18]([CH:22]=[C:23](Cl)[N:24]=1)[C:19]([NH2:21])=[O:20].CN(C(C(C)C)C)C.O, predict the reaction product. The product is: [NH2:21][C:19]([C:18]1[CH:17]=[C:16]([Cl:15])[N:24]=[C:23]([N:1]2[CH2:2][CH2:3][CH:4]([NH:7][C:8](=[O:14])[O:9][C:10]([CH3:11])([CH3:13])[CH3:12])[CH2:5][CH2:6]2)[CH:22]=1)=[O:20].